Predict the reactants needed to synthesize the given product. From a dataset of Retrosynthesis with 50K atom-mapped reactions and 10 reaction types from USPTO. (1) Given the product C#CCc1ccc(N2CCN(C)CC2)cc1, predict the reactants needed to synthesize it. The reactants are: C#CC(O)c1ccc(N2CCN(C)CC2)cc1. (2) Given the product Cc1ccc(S(=O)(=O)n2ncc3c(-c4nnc(CN5CCOCC5)o4)cc(Br)cc32)cc1, predict the reactants needed to synthesize it. The reactants are: C1COCCN1.Cc1ccc(S(=O)(=O)n2ncc3c(-c4nnc(CCl)o4)cc(Br)cc32)cc1.